Dataset: Forward reaction prediction with 1.9M reactions from USPTO patents (1976-2016). Task: Predict the product of the given reaction. (1) Given the reactants [C:1]([O:5][C:6]([N:8]1[CH2:12][CH:11]([F:13])[C:10]([CH3:15])([CH3:14])[CH:9]1[CH:16]=[CH:17][C:18]([O:20][CH2:21][CH3:22])=[O:19])=[O:7])([CH3:4])([CH3:3])[CH3:2], predict the reaction product. The product is: [C:1]([O:5][C:6]([N:8]1[CH2:12][CH:11]([F:13])[C:10]([CH3:14])([CH3:15])[CH:9]1[CH2:16][CH2:17][C:18]([O:20][CH2:21][CH3:22])=[O:19])=[O:7])([CH3:4])([CH3:2])[CH3:3]. (2) The product is: [CH3:2][O:3][C:4]1[CH:5]=[CH:6][C:7]([CH2:8][N:9]2[C:13]3=[N:14][CH:17]=[C:33]4[C:34](=[O:36])[NH:35][C:31](=[O:37])[C:32]4=[C:12]3[CH:11]=[N:10]2)=[CH:15][CH:16]=1. Given the reactants Cl.[CH3:2][O:3][C:4]1[CH:16]=[CH:15][C:7]([CH2:8][N:9]2[C:13]([NH2:14])=[CH:12][CH:11]=[N:10]2)=[CH:6][CH:5]=1.[C:17](=O)([O-])[O-].[K+].[K+].COC(OC)N(C)C.[C:31]1(=[O:37])[NH:35][C:34](=[O:36])[CH:33]=[CH:32]1, predict the reaction product. (3) Given the reactants [C:1](Cl)(=[O:5])[O:2][CH2:3][CH3:4].[C:7]([O:11][C:12]([N:14]1[CH2:21][C:20]2[C:19]([NH2:22])=[N:18][NH:17][C:16]=2[CH2:15]1)=[O:13])([CH3:10])([CH3:9])[CH3:8].C(N(C(C)C)CC)(C)C, predict the reaction product. The product is: [NH2:22][C:19]1[C:20]2[CH2:21][N:14]([C:12]([O:11][C:7]([CH3:10])([CH3:9])[CH3:8])=[O:13])[CH2:15][C:16]=2[N:17]([C:1]([O:2][CH2:3][CH3:4])=[O:5])[N:18]=1. (4) Given the reactants [CH3:1][C:2]1[CH:7]=[CH:6][CH:5]=[C:4]([CH3:8])[C:3]=1[C:9]1[C:14]2[CH2:15][CH:16]([CH2:18][NH2:19])[O:17][C:13]=2[CH:12]=[CH:11][CH:10]=1.C(N(C(C)C)CC)(C)C.Cl[C:30]([O:32][CH2:33][C:34]1[CH:39]=[CH:38][CH:37]=[CH:36][CH:35]=1)=[O:31].C1(C2C3OC(CNC(=O)OCC4C=CC=CC=4)CC=3C=CC=2)CCCC1, predict the reaction product. The product is: [CH2:33]([O:32][C:30](=[O:31])[NH:19][CH2:18][CH:16]1[CH2:15][C:14]2[C:9]([C:3]3[C:4]([CH3:8])=[CH:5][CH:6]=[CH:7][C:2]=3[CH3:1])=[CH:10][CH:11]=[CH:12][C:13]=2[O:17]1)[C:34]1[CH:39]=[CH:38][CH:37]=[CH:36][CH:35]=1. (5) The product is: [CH:1]1([C:4]2[N:13]=[C:12]([N:14]3[CH2:19][CH2:18][N:17]([C:20]4[CH:25]=[C:24]([N:40]([CH3:41])[CH3:37])[CH:23]=[CH:22][C:21]=4[O:27][CH3:28])[CH2:16][CH2:15]3)[C:11]3[C:6](=[CH:7][C:8]([O:31][CH3:32])=[C:9]([O:29][CH3:30])[CH:10]=3)[N:5]=2)[CH2:3][CH2:2]1. Given the reactants [CH:1]1([C:4]2[N:13]=[C:12]([N:14]3[CH2:19][CH2:18][N:17]([C:20]4[CH:25]=[CH:24][C:23](F)=[CH:22][C:21]=4[O:27][CH3:28])[CH2:16][CH2:15]3)[C:11]3[C:6](=[CH:7][C:8]([O:31][CH3:32])=[C:9]([O:29][CH3:30])[CH:10]=3)[N:5]=2)[CH2:3][CH2:2]1.FC1C=C[C:37]([N:40]2CCNC[CH2:41]2)=C(OC)C=1.COC1C=CC(N(C)C)=CC=1N1CCNCC1, predict the reaction product. (6) The product is: [F:1][C:2]([F:16])([F:15])[C:3]1[CH:14]=[CH:13][C:6]2[S:7][C:8]([C:10]([O:11][CH2:10][CH2:8][CH2:9][CH3:5])=[O:11])=[CH:9][C:5]=2[CH:4]=1. Given the reactants [F:1][C:2]([F:16])([F:15])[C:3]1[CH:14]=[CH:13][C:6]2[S:7][C:8]([C:10](Cl)=[O:11])=[CH:9][C:5]=2[CH:4]=1, predict the reaction product. (7) The product is: [CH3:19][O:18][C:16]1[CH:15]=[CH:14][C:3]2[N:4]([C:5]3[CH:10]=[CH:9][C:8]([CH2:11][CH2:12][OH:13])=[CH:7][CH:6]=3)[C:25]([C:22]3[CH:23]=[CH:24][NH:20][N:21]=3)=[N:1][C:2]=2[CH:17]=1. Given the reactants [NH2:1][C:2]1[CH:17]=[C:16]([O:18][CH3:19])[CH:15]=[CH:14][C:3]=1[NH:4][C:5]1[CH:10]=[CH:9][C:8]([CH2:11][CH2:12][OH:13])=[CH:7][CH:6]=1.[NH:20]1[CH:24]=[CH:23][C:22]([CH:25]=O)=[N:21]1.C([O-])(=O)C.C([O-])(=O)C.C([O-])(=O)C.C([O-])(=O)C.[Pb+4], predict the reaction product. (8) Given the reactants [N:1]1([C:7]2[CH:12]=[CH:11][N:10]=[C:9]([NH:13][C:14]3[S:15][C:16]([C:19]4[CH:20]=[N:21][CH:22]=C([CH:26]=4)C#N)=[CH:17][N:18]=3)[CH:8]=2)[CH2:6][CH2:5][NH:4][CH2:3][CH2:2]1.[OH-].[Na+].[C:29]([OH:35])([C:31](F)(F)F)=[O:30], predict the reaction product. The product is: [N:1]1([C:7]2[CH:12]=[CH:11][N:10]=[C:9]([NH:13][C:14]3[S:15][C:16]([C:19]4[CH:20]=[N:21][CH:22]=[C:31]([CH:26]=4)[C:29]([OH:35])=[O:30])=[CH:17][N:18]=3)[CH:8]=2)[CH2:2][CH2:3][NH:4][CH2:5][CH2:6]1. (9) Given the reactants [C:1]([C:5]1[N:9]=[C:8]([C:10]2[CH:15]=[C:14]([O:16][CH2:17][C@@H:18]3[CH2:22][CH2:21][CH2:20][NH:19]3)[C:13]([CH:23]3[CH2:25][CH2:24]3)=[CH:12][N:11]=2)[O:7][N:6]=1)([CH3:4])([CH3:3])[CH3:2].C=O.[C:28](O[BH-](OC(=O)C)OC(=O)C)(=O)C.[Na+], predict the reaction product. The product is: [C:1]([C:5]1[N:9]=[C:8]([C:10]2[CH:15]=[C:14]([O:16][CH2:17][C@@H:18]3[CH2:22][CH2:21][CH2:20][N:19]3[CH3:28])[C:13]([CH:23]3[CH2:24][CH2:25]3)=[CH:12][N:11]=2)[O:7][N:6]=1)([CH3:4])([CH3:2])[CH3:3]. (10) Given the reactants [NH:1]1[CH:5]=[CH:4][N:3]=[N:2]1.[CH3:6][Si:7](Cl)([CH3:9])[CH3:8], predict the reaction product. The product is: [Si:7]([C:5]1[N:1]=[N:2][NH:3][CH:4]=1)([CH3:9])([CH3:8])[CH3:6].